From a dataset of Forward reaction prediction with 1.9M reactions from USPTO patents (1976-2016). Predict the product of the given reaction. (1) The product is: [CH3:1][O:2][C@@H:3]1[CH2:7][N:6]([CH:8]2[CH2:13][CH2:12][O:11][CH2:10][CH2:9]2)[CH2:5][C@H:4]1[NH:14][C:15](=[O:30])[CH2:16][NH:17][C:18]1[C:19]2[C:24](=[CH:23][CH:22]=[C:21]([C:25]([F:28])([F:27])[F:26])[CH:20]=2)[NH:38][N:37]=1. Given the reactants [CH3:1][O:2][C@@H:3]1[CH2:7][N:6]([CH:8]2[CH2:13][CH2:12][O:11][CH2:10][CH2:9]2)[CH2:5][C@H:4]1[NH:14][C:15](=[O:30])[CH2:16][NH:17][C:18](=O)[C:19]1[CH:24]=[CH:23][CH:22]=[C:21]([C:25]([F:28])([F:27])[F:26])[CH:20]=1.FC(F)(F)C1C=C2C(=CC=1)[NH:38][N:37]=C2NCC(O)=O.FC(F)(F)C1C=C(C=CC=1)C(NCC(O)=O)=O, predict the reaction product. (2) Given the reactants FC(F)(F)C(O)=O.C([NH:27][CH2:28][CH2:29][C:30]1([C:43]([O:45]CC)=O)[CH2:35][CH2:34][CH2:33][N:32](C(OC(C)(C)C)=O)[CH2:31]1)(C1C=CC=CC=1)(C1C=CC=CC=1)C1C=CC=CC=1.C(Cl)Cl.O1CCOCC1.C(N(CC)C(C)C)(C)C, predict the reaction product. The product is: [C:43]1(=[O:45])[C:30]2([CH2:35][CH2:34][CH2:33][NH:32][CH2:31]2)[CH2:29][CH2:28][NH:27]1.